Regression. Given two drug SMILES strings and cell line genomic features, predict the synergy score measuring deviation from expected non-interaction effect. From a dataset of NCI-60 drug combinations with 297,098 pairs across 59 cell lines. Drug 1: C1=NC2=C(N1)C(=S)N=CN2. Drug 2: CS(=O)(=O)OCCCCOS(=O)(=O)C. Cell line: SF-268. Synergy scores: CSS=17.0, Synergy_ZIP=-3.77, Synergy_Bliss=-0.328, Synergy_Loewe=-27.5, Synergy_HSA=-1.20.